Dataset: Reaction yield outcomes from USPTO patents with 853,638 reactions. Task: Predict the reaction yield, written as a fraction of the theoretical maximum amount of product (1.0 means a 100% yield; for example, 0.34 means a 34% yield). The reactants are [F:1][C:2]1[CH:7]=[CH:6][C:5]([CH2:8][C:9]2[C:18]3[C:13](=[CH:14][CH:15]=[CH:16][CH:17]=3)[C:12](=[O:19])[NH:11][N:10]=2)=[CH:4][C:3]=1[C:20]([N:22]1[CH2:27][CH2:26][N:25]2[C:28]([C:33]([F:36])([F:35])[F:34])=[N:29][C:30]([CH2:31]O)=[C:24]2[CH2:23]1)=[O:21].S(Cl)([Cl:39])=O. No catalyst specified. The product is [Cl:39][CH2:31][C:30]1[N:29]=[C:28]([C:33]([F:36])([F:35])[F:34])[N:25]2[CH2:26][CH2:27][N:22]([C:20]([C:3]3[CH:4]=[C:5]([CH2:8][C:9]4[C:18]5[C:13](=[CH:14][CH:15]=[CH:16][CH:17]=5)[C:12](=[O:19])[NH:11][N:10]=4)[CH:6]=[CH:7][C:2]=3[F:1])=[O:21])[CH2:23][C:24]=12. The yield is 0.966.